From a dataset of Forward reaction prediction with 1.9M reactions from USPTO patents (1976-2016). Predict the product of the given reaction. (1) Given the reactants [NH:1]1[C:9]2[C:4](=[CH:5][C:6]([C:10]3[C:18]4[C:13](=[N:14][CH:15]=[N:16][C:17]=4[NH2:19])[N:12]([CH3:20])[N:11]=3)=[CH:7][CH:8]=2)[CH2:3][CH2:2]1.[CH3:21][N:22]1[CH:26]=[CH:25][CH:24]=[C:23]1[CH2:27][C:28](O)=[O:29].CN(C(ON1N=NC2C=CC=NC1=2)=[N+](C)C)C.F[P-](F)(F)(F)(F)F.CCN(C(C)C)C(C)C, predict the reaction product. The product is: [CH3:20][N:12]1[C:13]2=[N:14][CH:15]=[N:16][C:17]([NH2:19])=[C:18]2[C:10]([C:6]2[CH:5]=[C:4]3[C:9](=[CH:8][CH:7]=2)[N:1]([C:28](=[O:29])[CH2:27][C:23]2[N:22]([CH3:21])[CH:26]=[CH:25][CH:24]=2)[CH2:2][CH2:3]3)=[N:11]1. (2) Given the reactants Cl[S:2]([N:5]=C=O)(=[O:4])=[O:3].O.[C:9]([O:12][C@@H:13]1[C@@H:18]([O:19][C:20](=[O:22])[CH3:21])[C@H:17]([O:23][C:24](=[O:26])[CH3:25])[C@@H:16]([CH2:27][O:28][C:29](=[O:31])[CH3:30])[O:15][C@H:14]1[O:32][C:33]1[C:37]([CH2:38][C:39]2[CH:44]=[CH:43][C:42]([O:45][CH2:46][CH2:47][CH2:48][NH2:49])=[CH:41][CH:40]=2)=[C:36]([CH:50]([CH3:52])[CH3:51])[NH:35][N:34]=1)(=[O:11])[CH3:10].C(N(CC)CC)C, predict the reaction product. The product is: [C:9]([O:12][C@@H:13]1[C@@H:18]([O:19][C:20](=[O:22])[CH3:21])[C@H:17]([O:23][C:24](=[O:26])[CH3:25])[C@@H:16]([CH2:27][O:28][C:29](=[O:31])[CH3:30])[O:15][C@H:14]1[O:32][C:33]1[C:37]([CH2:38][C:39]2[CH:44]=[CH:43][C:42]([O:45][CH2:46][CH2:47][CH2:48][NH:49][S:2](=[O:4])(=[O:3])[NH2:5])=[CH:41][CH:40]=2)=[C:36]([CH:50]([CH3:52])[CH3:51])[NH:35][N:34]=1)(=[O:11])[CH3:10]. (3) Given the reactants C(N(S(F)(F)[F:7])CC)C.[Br:10][C:11]1[C:12]([F:20])=[C:13]([CH2:18]O)[C:14]([Cl:17])=[CH:15][CH:16]=1.C(=O)(O)[O-].[Na+], predict the reaction product. The product is: [Br:10][C:11]1[CH:16]=[CH:15][C:14]([Cl:17])=[C:13]([CH2:18][F:7])[C:12]=1[F:20]. (4) Given the reactants [Cl:1][C:2]1[C:7]([Cl:8])=[C:6]([Cl:9])[N:5]=[C:4]([C:10](OC)=[O:11])[CH:3]=1.S(=O)(=O)(O)O.[CH3:19][CH:20]([OH:22])[CH3:21], predict the reaction product. The product is: [Cl:1][C:2]1[C:7]([Cl:8])=[C:6]([Cl:9])[N:5]=[C:4]([C:10]([O:22][CH:20]([CH3:21])[CH3:19])=[O:11])[CH:3]=1. (5) Given the reactants [F:1][C:2]1[CH:3]=[C:4]([CH2:9][NH:10][C:11]([CH:13]2[CH2:22][CH2:21][C:20]3[C:15](=[C:16]([O:25]C)[CH:17]=[CH:18][C:19]=3[O:23]C)[CH2:14]2)=[O:12])[CH:5]=[C:6]([F:8])[CH:7]=1.B(Br)(Br)Br, predict the reaction product. The product is: [F:1][C:2]1[CH:3]=[C:4]([CH2:9][NH:10][C:11]([CH:13]2[CH2:22][CH2:21][C:20]3[C:15](=[C:16]([OH:25])[CH:17]=[CH:18][C:19]=3[OH:23])[CH2:14]2)=[O:12])[CH:5]=[C:6]([F:8])[CH:7]=1. (6) Given the reactants [Na+].[I-].C[Si](Cl)(C)C.[CH3:8][O:9][C:10](=[O:27])[CH2:11][C:12]1(O)[C:19]2[N:15]([C:16]3[CH:23]=[CH:22][N:21]=[C:20]([S:24][CH3:25])[C:17]=3[CH:18]=2)[CH2:14][CH2:13]1, predict the reaction product. The product is: [CH3:8][O:9][C:10](=[O:27])[CH2:11][CH:12]1[C:19]2[N:15]([C:16]3[CH:23]=[CH:22][N:21]=[C:20]([S:24][CH3:25])[C:17]=3[CH:18]=2)[CH2:14][CH2:13]1. (7) Given the reactants [CH3:1][O:2][C:3]1[CH:12]=[C:11]2[C:6]([C:7]([O:13][CH2:14][C:15]3[N:19]4[CH:20]=[C:21]([C:24]5[CH2:29][CH2:28][N:27](C(OC(C)(C)C)=O)[CH2:26][CH:25]=5)[CH:22]=[CH:23][C:18]4=[N:17][N:16]=3)=[CH:8][CH:9]=[N:10]2)=[CH:5][CH:4]=1.Cl.C(N(CC)CC)C, predict the reaction product. The product is: [CH3:1][O:2][C:3]1[CH:12]=[C:11]2[C:6]([C:7]([O:13][CH2:14][C:15]3[N:19]4[CH:20]=[C:21]([C:24]5[CH2:29][CH2:28][NH:27][CH2:26][CH:25]=5)[CH:22]=[CH:23][C:18]4=[N:17][N:16]=3)=[CH:8][CH:9]=[N:10]2)=[CH:5][CH:4]=1.